From a dataset of Forward reaction prediction with 1.9M reactions from USPTO patents (1976-2016). Predict the product of the given reaction. Given the reactants [F:1][C:2]1[CH:7]=[C:6]([F:8])[CH:5]=[CH:4][C:3]=1[C@@H:9]1[CH2:13][NH:12][CH2:11][C@H:10]1[C:14]([O:16][CH3:17])=[O:15].I[CH2:19][CH3:20].C(N(CC)C(C)C)(C)C, predict the reaction product. The product is: [F:1][C:2]1[CH:7]=[C:6]([F:8])[CH:5]=[CH:4][C:3]=1[C@@H:9]1[CH2:13][N:12]([CH2:19][CH3:20])[CH2:11][C@H:10]1[C:14]([O:16][CH3:17])=[O:15].